The task is: Predict the reactants needed to synthesize the given product.. This data is from Full USPTO retrosynthesis dataset with 1.9M reactions from patents (1976-2016). (1) Given the product [NH:6]1[CH:5]=[CH:4][N:8]=[C:7]1[N:9]1[C:17]2[C:12](=[CH:13][C:14]([N+:18]([O-:20])=[O:19])=[CH:15][CH:16]=2)[CH2:11][CH2:10]1, predict the reactants needed to synthesize it. The reactants are: C(O[CH:4](OCC)[CH2:5][NH:6][C:7]([N:9]1[C:17]2[C:12](=[CH:13][C:14]([N+:18]([O-:20])=[O:19])=[CH:15][CH:16]=2)[CH2:11][CH2:10]1)=[NH:8])C. (2) The reactants are: Br[C:2]1[CH:10]=[C:9]2[C:5]([C:6]([CH3:14])([CH3:13])[C:7](=[O:12])[N:8]2[CH3:11])=[CH:4][C:3]=1[F:15].[N:16]1[CH:21]=[CH:20][C:19](B(O)O)=[CH:18][CH:17]=1. Given the product [F:15][C:3]1[CH:4]=[C:5]2[C:9](=[CH:10][C:2]=1[C:19]1[CH:20]=[CH:21][N:16]=[CH:17][CH:18]=1)[N:8]([CH3:11])[C:7](=[O:12])[C:6]2([CH3:14])[CH3:13], predict the reactants needed to synthesize it. (3) Given the product [CH2:1]([C@:3]12[CH2:19][CH2:18][C:17](=[O:20])[CH:16]=[C:4]1[CH2:5][CH2:6][CH2:7][C:8]1[CH:13]=[C:12]([O:14][CH3:15])[CH:11]=[CH:10][C:9]=12)[CH3:2].[CH2:1]([C@@:3]12[CH2:19][CH2:18][C:17](=[O:20])[CH:16]=[C:4]1[CH2:5][CH2:6][CH2:7][C:8]1[CH:13]=[C:12]([O:14][CH3:15])[CH:11]=[CH:10][C:9]=12)[CH3:2], predict the reactants needed to synthesize it. The reactants are: [CH2:1]([C:3]12[CH2:19][CH2:18][C:17](=[O:20])[CH:16]=[C:4]1[CH2:5][CH2:6][CH2:7][C:8]1[CH:13]=[C:12]([O:14][CH3:15])[CH:11]=[CH:10][C:9]=12)[CH3:2].NC(C(O)=O)CCSC.CS(O)(=O)=O.